From a dataset of CYP2D6 substrate classification data from Carbon-Mangels et al.. Regression/Classification. Given a drug SMILES string, predict its absorption, distribution, metabolism, or excretion properties. Task type varies by dataset: regression for continuous measurements (e.g., permeability, clearance, half-life) or binary classification for categorical outcomes (e.g., BBB penetration, CYP inhibition). Dataset: cyp2d6_substrate_carbonmangels. (1) The result is 0 (non-substrate). The drug is CN[C@@H]1CCc2[nH]c3ccc(C(N)=O)cc3c2C1. (2) The molecule is CCC[C@@]1(CCc2ccccc2)CC(=O)C([C@H](CC)c2cccc(NS(=O)(=O)c3ccc(C(F)(F)F)cn3)c2)=C(O)O1. The result is 0 (non-substrate). (3) The compound is CCOc1nc2cccc(C(=O)O)c2n1Cc1ccc(-c2ccccc2-c2nnn[nH]2)cc1. The result is 0 (non-substrate).